From a dataset of Full USPTO retrosynthesis dataset with 1.9M reactions from patents (1976-2016). Predict the reactants needed to synthesize the given product. (1) Given the product [CH3:1][Si:2]([CH3:18])([CH3:17])[CH2:3][CH2:4][O:5][CH2:6][N:7]1[C:15]2[C:10](=[N:11][CH:12]=[C:13]([NH2:19])[CH:14]=2)[CH:9]=[N:8]1, predict the reactants needed to synthesize it. The reactants are: [CH3:1][Si:2]([CH3:18])([CH3:17])[CH2:3][CH2:4][O:5][CH2:6][N:7]1[C:15]2[C:10](=[N:11][CH:12]=[C:13](Br)[CH:14]=2)[CH:9]=[N:8]1.[NH3:19]. (2) The reactants are: C(OC([N:8]1[CH2:13][CH2:12][C:11]([C:15]2[CH:20]=[C:19]([O:21][CH3:22])[CH:18]=[CH:17][C:16]=2[S:23](=[O:28])(=[O:27])[NH:24][CH2:25][CH3:26])([OH:14])[CH:10]([CH3:29])[CH2:9]1)=O)(C)(C)C.O1CCOCC1.[ClH:36]. Given the product [ClH:36].[CH2:25]([NH:24][S:23]([C:16]1[CH:17]=[CH:18][C:19]([O:21][CH3:22])=[CH:20][C:15]=1[C:11]1([OH:14])[CH2:12][CH2:13][NH:8][CH2:9][CH:10]1[CH3:29])(=[O:27])=[O:28])[CH3:26], predict the reactants needed to synthesize it.